This data is from Reaction yield outcomes from USPTO patents with 853,638 reactions. The task is: Predict the reaction yield, written as a fraction of the theoretical maximum amount of product (1.0 means a 100% yield; for example, 0.34 means a 34% yield). (1) The reactants are [Cl:1][C:2]1[CH:3]=[N+:4]([O-:39])[CH:5]=[C:6]([Cl:38])[C:7]=1[CH2:8][C@@H:9]([C:23]1[CH:28]=[CH:27][C:26]([O:29][CH:30]([F:32])[F:31])=[C:25]([O:33][CH2:34][CH:35]2[CH2:37][CH2:36]2)[CH:24]=1)[O:10][C:11](OC1C=CC([N+]([O-])=O)=CC=1)=[O:12].[CH3:40][O:41][C:42]1[CH:43]=[C:44]([CH2:50][NH2:51])[CH:45]=[CH:46][C:47]=1[O:48][CH3:49].[H-].[Na+].I[CH3:55]. The catalyst is C1COCC1. The product is [Cl:1][C:2]1[CH:3]=[N+:4]([O-:39])[CH:5]=[C:6]([Cl:38])[C:7]=1[CH2:8][C@@H:9]([C:23]1[CH:28]=[CH:27][C:26]([O:29][CH:30]([F:31])[F:32])=[C:25]([O:33][CH2:34][CH:35]2[CH2:36][CH2:37]2)[CH:24]=1)[O:10][C:11](=[O:12])[N:51]([CH2:50][C:44]1[CH:45]=[CH:46][C:47]([O:48][CH3:49])=[C:42]([O:41][CH3:40])[CH:43]=1)[CH3:55]. The yield is 0.299. (2) The reactants are [N+]([C:4]1[CH:11]=[CH:10][CH:9]=[C:8]([N+:12]([O-:14])=[O:13])[C:5]=1[C:6]#[N:7])([O-])=O.[CH:15]1([OH:20])[CH2:19][CH2:18][CH2:17][CH2:16]1. No catalyst specified. The product is [N+:12]([C:8]1[CH:9]=[CH:10][CH:11]=[C:4]([O:20][CH:15]2[CH2:19][CH2:18][CH2:17][CH2:16]2)[C:5]=1[C:6]#[N:7])([O-:14])=[O:13]. The yield is 0.780. (3) The reactants are [OH:1][C:2]1[CH:11]=[C:10]2[C:5]([CH:6]=[C:7]([C:12]([O:14][CH3:15])=[O:13])[N:8]=[CH:9]2)=[CH:4][CH:3]=1.[F:16][C:17]([F:30])([F:29])[S:18](O[S:18]([C:17]([F:30])([F:29])[F:16])(=[O:20])=[O:19])(=[O:20])=[O:19]. The catalyst is C(Cl)Cl. The product is [F:16][C:17]([F:30])([F:29])[S:18]([O:1][C:2]1[CH:11]=[C:10]2[C:5]([CH:6]=[C:7]([C:12]([O:14][CH3:15])=[O:13])[N:8]=[CH:9]2)=[CH:4][CH:3]=1)(=[O:20])=[O:19]. The yield is 0.960.